The task is: Predict the product of the given reaction.. This data is from Forward reaction prediction with 1.9M reactions from USPTO patents (1976-2016). (1) Given the reactants [Br:1][C:2]1[CH:3]=[C:4]2[NH:10][CH:9]=[CH:8][C:5]2=[N:6][CH:7]=1.[H-].[Na+].Cl[CH2:14][O:15][CH2:16][CH2:17][Si:18]([CH3:21])([CH3:20])[CH3:19].CCOC(C)=O, predict the reaction product. The product is: [Br:1][C:2]1[CH:3]=[C:4]2[N:10]([CH2:14][O:15][CH2:16][CH2:17][Si:18]([CH3:21])([CH3:20])[CH3:19])[CH:9]=[CH:8][C:5]2=[N:6][CH:7]=1. (2) Given the reactants [CH:1]([CH:4]([C@@H:14]1[CH2:17][C@H:16]([OH:18])[CH2:15]1)[C:5]([CH:11]([CH3:13])[CH3:12])([CH:8]([CH3:10])[CH3:9])[O:6][SiH3:7])([CH3:3])[CH3:2].[N+:19]([C:22]1[CH:30]=[CH:29][C:25]([C:26](O)=[O:27])=[CH:24][CH:23]=1)([O-:21])=[O:20].C1C=CC(P(C2C=CC=CC=2)C2C=CC=CC=2)=CC=1.CC(OC(/N=N/C(OC(C)C)=O)=O)C, predict the reaction product. The product is: [N+:19]([C:22]1[CH:23]=[CH:24][C:25]([C:26]([O:18][C@H:16]2[CH2:15][C@H:14]([CH:4]([CH:1]([CH3:2])[CH3:3])[C:5]([CH:11]([CH3:12])[CH3:13])([CH:8]([CH3:9])[CH3:10])[O:6][SiH3:7])[CH2:17]2)=[O:27])=[CH:29][CH:30]=1)([O-:21])=[O:20]. (3) Given the reactants [OH:1][CH:2]1[CH2:5][CH:4]([N:6]2[C:14](=[O:15])[C:13]3[C:8](=[CH:9][CH:10]=[CH:11][CH:12]=3)[C:7]2=[O:16])[CH2:3]1.[O:17]1[CH2:21][CH2:20]OC1=O.[F-].C([N+](CCCC)(CCCC)CCCC)CCC, predict the reaction product. The product is: [OH:17][CH2:21][CH2:20][O:1][CH:2]1[CH2:3][CH:4]([N:6]2[C:14](=[O:15])[C:13]3[C:8](=[CH:9][CH:10]=[CH:11][CH:12]=3)[C:7]2=[O:16])[CH2:5]1.